This data is from Full USPTO retrosynthesis dataset with 1.9M reactions from patents (1976-2016). The task is: Predict the reactants needed to synthesize the given product. (1) Given the product [CH3:18][O:19][CH2:20][N:21]1[C:22](=[O:23])[N:27]2[CH:28]=[N:29][C:30](/[CH:31]=[CH:32]/[C:33]3[S:34][CH:35]=[CH:36][CH:37]=3)=[C:26]2[N:24]=[N:25]1, predict the reactants needed to synthesize it. The reactants are: N([O-])=O.[Na+].S1C=CC=C1/C=C/C1N=CNC=1N.[CH3:18][O:19][CH2:20][N:21]=[C:22]=[O:23].[N+:24](=[C:26]1[C:30](/[CH:31]=[CH:32]/[C:33]2[S:34][CH:35]=[CH:36][CH:37]=2)=[N:29][CH:28]=[N:27]1)=[N-:25]. (2) Given the product [F:51][C:52]1[CH:58]=[CH:57][CH:56]=[C:55]([F:59])[C:53]=1[NH:54][C:21]([C@H:13]1[N:12]([C:10](=[O:11])[C@@H:9]([NH:8][C:6](=[O:7])[O:5][C:1]([CH3:4])([CH3:2])[CH3:3])[CH:24]([CH3:25])[CH3:26])[C:16]2=[N:17][CH:18]=[CH:19][CH:20]=[C:15]2[CH2:14]1)=[O:22].[F:51][C:52]1[CH:58]=[CH:57][CH:56]=[C:55]([F:59])[C:53]=1[NH:54][C:21]([C@H:13]1[N:12]([C:10](=[O:11])[C@H:9]([NH:8][C:6](=[O:7])[O:5][C:1]([CH3:4])([CH3:2])[CH3:3])[CH:24]([CH3:25])[CH3:26])[C:16]2=[N:17][CH:18]=[CH:19][CH:20]=[C:15]2[CH2:14]1)=[O:22], predict the reactants needed to synthesize it. The reactants are: [C:1]([O:5][C:6]([NH:8][C@@H:9]([CH:24]([CH3:26])[CH3:25])[C:10]([N:12]1[C:16]2=[N:17][CH:18]=[CH:19][CH:20]=[C:15]2[CH2:14][CH:13]1[C:21](O)=[O:22])=[O:11])=[O:7])([CH3:4])([CH3:3])[CH3:2].C(N(C(C)C)CC)(C)C.C1(P(Cl)(C2C=CC=CC=2)=O)C=CC=CC=1.[F:51][C:52]1[CH:58]=[CH:57][CH:56]=[C:55]([F:59])[C:53]=1[NH2:54].OS([O-])(=O)=O.[K+]. (3) Given the product [C:3]([O:7][C:8]([N:10]1[CH2:15][CH2:14][N:13]([C:16]2[C:25]3[C:20](=[CH:21][N:22]=[CH:23][CH:24]=3)[C:19]([Br:1])=[C:18]([C:26]3[CH:31]=[CH:30][N:29]=[C:28]([Cl:32])[CH:27]=3)[N:17]=2)[CH2:12][CH2:11]1)=[O:9])([CH3:6])([CH3:4])[CH3:5], predict the reactants needed to synthesize it. The reactants are: [Br:1]Br.[C:3]([O:7][C:8]([N:10]1[CH2:15][CH2:14][N:13]([C:16]2[C:25]3[C:20](=[CH:21][N:22]=[CH:23][CH:24]=3)[CH:19]=[C:18]([C:26]3[CH:31]=[CH:30][N:29]=[C:28]([Cl:32])[CH:27]=3)[N:17]=2)[CH2:12][CH2:11]1)=[O:9])([CH3:6])([CH3:5])[CH3:4]. (4) Given the product [CH:17]([O:20][C:21]1[CH:26]=[CH:25][C:24]([C:2]2[CH:7]=[CH:6][C:5]([S:8]([NH:11][C:12]([CH3:16])([C:14]#[CH:15])[CH3:13])(=[O:10])=[O:9])=[CH:4][CH:3]=2)=[CH:23][CH:22]=1)([CH3:19])[CH3:18], predict the reactants needed to synthesize it. The reactants are: I[C:2]1[CH:7]=[CH:6][C:5]([S:8]([NH:11][C:12]([CH3:16])([C:14]#[CH:15])[CH3:13])(=[O:10])=[O:9])=[CH:4][CH:3]=1.[CH:17]([O:20][C:21]1[CH:26]=[CH:25][C:24](B(O)O)=[CH:23][CH:22]=1)([CH3:19])[CH3:18].C([O-])([O-])=O.[Na+].[Na+]. (5) Given the product [CH:18]1[C:19]2[N:6]([CH2:5][CH2:4][OH:3])[C:7]3[C:12](=[CH:11][CH:10]=[CH:9][CH:8]=3)[O:13][C:14]=2[CH:15]=[CH:16][CH:17]=1, predict the reactants needed to synthesize it. The reactants are: C([O:3][C:4](=O)[CH2:5][N:6]1[C:19]2[CH:18]=[CH:17][CH:16]=[CH:15][C:14]=2[O:13][C:12]2[C:7]1=[CH:8][CH:9]=[CH:10][CH:11]=2)C.[H-].[Al+3].[Li+].[H-].[H-].[H-].